From a dataset of Reaction yield outcomes from USPTO patents with 853,638 reactions. Predict the reaction yield, written as a fraction of the theoretical maximum amount of product (1.0 means a 100% yield; for example, 0.34 means a 34% yield). (1) The reactants are [Br:1][C:2]1[CH:7]=[CH:6][C:5]([NH:8][C:9]2[C:10]([C:17]([OH:19])=O)=[CH:11][N:12]([CH3:16])[C:13](=[O:15])[CH:14]=2)=[C:4]([F:20])[CH:3]=1.CCN=C=NCCCN(C)C.C1C=CC2N(O)N=NC=2C=1.[CH:42]([O:44][CH2:45][CH2:46][O:47][NH2:48])=[CH2:43].CCN(CC)CC. The catalyst is CN(C=O)C.CCOC(C)=O. The product is [CH:42]([O:44][CH2:45][CH2:46][O:47][NH:48][C:17]([C:10]1[C:9]([NH:8][C:5]2[CH:6]=[CH:7][C:2]([Br:1])=[CH:3][C:4]=2[F:20])=[CH:14][C:13](=[O:15])[N:12]([CH3:16])[CH:11]=1)=[O:19])=[CH2:43]. The yield is 0.520. (2) The yield is 0.720. The product is [F:10][C:7]1[C:8]([F:9])=[C:3]([C:2]([F:15])([F:14])[F:1])[C:4]([F:13])=[C:5]([F:12])[C:6]=1[NH2:16]. The reactants are [F:1][C:2]([F:15])([F:14])[C:3]1[C:8]([F:9])=[C:7]([F:10])[C:6](F)=[C:5]([F:12])[C:4]=1[F:13].[NH4+:16].[OH-]. The catalyst is O1CCOCC1. (3) The reactants are [P:1]([O:8]CC)([O:5][CH2:6][CH3:7])[O:2][CH2:3][CH3:4].[Br:11][C:12](Br)([F:14])[F:13]. The catalyst is C(OCC)C. The product is [Br:11][C:12]([P:1](=[O:8])([O:5][CH2:6][CH3:7])[O:2][CH2:3][CH3:4])([F:14])[F:13]. The yield is 0.930. (4) The reactants are [N:1]1[C:14]2[CH:13]=[CH:12][C:11]3[C:6](=[CH:7][CH:8]=[CH:9][CH:10]=3)[C:5]=2[CH:4]=[CH:3][CH:2]=1.[O:15]=I(OI(=O)=O)=O.[OH2:22]. The catalyst is C(O)(=O)C. The product is [N:1]1[C:14]2[C:5](=[C:6]3[C:11](=[CH:12][CH:13]=2)[CH:10]=[CH:9][C:8](=[O:22])[C:7]3=[O:15])[CH:4]=[CH:3][CH:2]=1. The yield is 0.680. (5) The reactants are [C:1]1([NH:7][C:8]2[CH:20]=[CH:19][C:11]3[O:12][C:13]4[CH:18]=[CH:17][CH:16]=[CH:15][C:14]=4[C:10]=3[CH:9]=2)[CH:6]=[CH:5][CH:4]=[CH:3][CH:2]=1.[Br:21][C:22]1[CH:27]=[CH:26][CH:25]=[C:24](I)[CH:23]=1.C1(P(C2C=CC=CC=2)C2C=CC=CC=2)C=CC=CC=1.CC(C)([O-])C.[Na+]. The catalyst is C1(C)C=CC=CC=1.CC([O-])=O.CC([O-])=O.[Pd+2]. The product is [Br:21][C:22]1[CH:23]=[C:24]([N:7]([C:1]2[CH:6]=[CH:5][CH:4]=[CH:3][CH:2]=2)[C:8]2[CH:20]=[CH:19][C:11]3[O:12][C:13]4[CH:18]=[CH:17][CH:16]=[CH:15][C:14]=4[C:10]=3[CH:9]=2)[CH:25]=[CH:26][CH:27]=1. The yield is 0.710. (6) The reactants are Br[C:2]1[CH:3]=[CH:4][C:5]2[C:6]3[C:11]([C:12]4[C:17]=2[C:16]=1[CH:15]=[CH:14][CH:13]=4)=[CH:10][CH:9]=[CH:8][CH:7]=3.[Cl:18][C:19]1[CH:25]=[CH:24][CH:23]=[CH:22][C:20]=1[NH2:21].C(P(C(C)(C)C)C(C)(C)C)(C)(C)C.CC(C)([O-])C.[Na+]. The catalyst is [Pd].[Pd].C(=CC(C=CC1C=CC=CC=1)=O)C1C=CC=CC=1.C(=CC(C=CC1C=CC=CC=1)=O)C1C=CC=CC=1.C(=CC(C=CC1C=CC=CC=1)=O)C1C=CC=CC=1.C1(C)C=CC=CC=1. The product is [Cl:18][C:19]1[CH:25]=[CH:24][CH:23]=[CH:22][C:20]=1[NH:21][C:2]1[CH:3]=[CH:4][C:5]2[C:6]3[C:11]([C:12]4[C:17]=2[C:16]=1[CH:15]=[CH:14][CH:13]=4)=[CH:10][CH:9]=[CH:8][CH:7]=3. The yield is 0.750. (7) The yield is 0.460. The catalyst is C(Cl)Cl. The reactants are C(O)(C(F)(F)F)=O.COC1C=CC(C[NH:15][C:16]2[CH:25]=[C:24]3[C:19]([CH:20]=[C:21]([C:29]4[CH:34]=[C:33]([NH2:35])[C:32]([F:36])=[CH:31][C:30]=4[CH3:37])[C:22](=[O:28])[N:23]3[CH2:26][CH3:27])=[CH:18][N:17]=2)=CC=1. The product is [NH2:15][C:16]1[CH:25]=[C:24]2[C:19]([CH:20]=[C:21]([C:29]3[CH:34]=[C:33]([NH2:35])[C:32]([F:36])=[CH:31][C:30]=3[CH3:37])[C:22](=[O:28])[N:23]2[CH2:26][CH3:27])=[CH:18][N:17]=1. (8) The reactants are [O:1]1[C:5]2[CH:6]=[CH:7][C:8]([C:10]3([C:13]([NH:15][C:16]4[CH:21]=[CH:20][C:19]([CH3:22])=[C:18](Br)[CH:17]=4)=[O:14])[CH2:12][CH2:11]3)=[CH:9][C:4]=2[O:3][CH2:2]1.[CH3:24][C:25]1([CH3:41])[C:29]([CH3:31])([CH3:30])[O:28][B:27]([B:27]2[O:28][C:29]([CH3:31])([CH3:30])[C:25]([CH3:41])([CH3:24])[O:26]2)[O:26]1.CC([O-])=O.[K+]. The catalyst is C1C=CC(P(C2C=CC=CC=2)[C-]2C=CC=C2)=CC=1.C1C=CC(P(C2C=CC=CC=2)[C-]2C=CC=C2)=CC=1.Cl[Pd]Cl.[Fe+2].CN(C=O)C. The product is [O:1]1[C:5]2[CH:6]=[CH:7][C:8]([C:10]3([C:13]([NH:15][C:16]4[CH:21]=[CH:20][C:19]([CH3:22])=[C:18]([B:27]5[O:28][C:29]([CH3:31])([CH3:30])[C:25]([CH3:41])([CH3:24])[O:26]5)[CH:17]=4)=[O:14])[CH2:12][CH2:11]3)=[CH:9][C:4]=2[O:3][CH2:2]1. The yield is 0.270.